Task: Predict the reactants needed to synthesize the given product.. Dataset: Full USPTO retrosynthesis dataset with 1.9M reactions from patents (1976-2016) (1) Given the product [O:15]=[C:16]([N:21]1[CH2:26][CH2:25][CH2:24][C@@H:23]([NH:27][C:28]2[CH:33]=[CH:32][N:31]=[C:30]([NH:34][C:35]3[C:36](=[O:41])[NH:37][CH:38]=[CH:39][CH:40]=3)[N:29]=2)[CH2:22]1)[CH2:17][C:18]#[N:19], predict the reactants needed to synthesize it. The reactants are: C(N(CC)CC)C.O=C1CCC(=O)N1[O:15][C:16](=O)[CH2:17][C:18]#[N:19].[NH:21]1[CH2:26][CH2:25][CH2:24][C@@H:23]([NH:27][C:28]2[CH:33]=[CH:32][N:31]=[C:30]([NH:34][C:35]3[C:36](=[O:41])[NH:37][CH:38]=[CH:39][CH:40]=3)[N:29]=2)[CH2:22]1. (2) The reactants are: [NH2:1][C:2]1([CH2:8][C:9]2[CH:14]=[CH:13][CH:12]=[CH:11][CH:10]=2)[CH2:6][CH2:5][O:4][C:3]1=[O:7].[C:15](O[C:15]([O:17][C:18]([CH3:21])([CH3:20])[CH3:19])=[O:16])([O:17][C:18]([CH3:21])([CH3:20])[CH3:19])=[O:16]. Given the product [CH2:8]([C:2]1([NH:1][C:15](=[O:16])[O:17][C:18]([CH3:21])([CH3:20])[CH3:19])[CH2:6][CH2:5][O:4][C:3]1=[O:7])[C:9]1[CH:14]=[CH:13][CH:12]=[CH:11][CH:10]=1, predict the reactants needed to synthesize it. (3) Given the product [CH2:15]([C:14]([C:11]1[CH:10]=[CH:9][C:8]([C:7]([NH:6][CH2:5][CH2:4][C:3]([OH:40])=[O:2])=[O:39])=[CH:13][CH:12]=1)([CH2:18][O:19][C:20]1[CH:21]=[CH:22][C:23]([C:26]2[CH:31]=[CH:30][C:29]([C:32]([F:34])([F:35])[F:33])=[CH:28][CH:27]=2)=[CH:24][CH:25]=1)[CH2:36][CH2:37][CH3:38])[CH2:16][CH3:17], predict the reactants needed to synthesize it. The reactants are: C[O:2][C:3](=[O:40])[CH2:4][CH2:5][NH:6][C:7](=[O:39])[C:8]1[CH:13]=[CH:12][C:11]([C:14]([CH2:36][CH:37]=[CH2:38])([CH2:18][O:19][C:20]2[CH:25]=[CH:24][C:23]([C:26]3[CH:31]=[CH:30][C:29]([C:32]([F:35])([F:34])[F:33])=[CH:28][CH:27]=3)=[CH:22][CH:21]=2)[CH2:15][CH:16]=[CH2:17])=[CH:10][CH:9]=1.[Li+].[OH-].Cl. (4) Given the product [O:23]=[C:6]1[NH:5][C:4](=[O:24])[CH:3]=[C:2]([O:29][CH2:28][C:27]([F:31])([F:30])[F:26])[N:7]1[CH2:8][C:9]1[CH:14]=[CH:13][C:12]([C:15]2[C:16]([C:21]#[N:22])=[CH:17][CH:18]=[CH:19][CH:20]=2)=[CH:11][CH:10]=1, predict the reactants needed to synthesize it. The reactants are: Cl[C:2]1[N:7]([CH2:8][C:9]2[CH:14]=[CH:13][C:12]([C:15]3[C:16]([C:21]#[N:22])=[CH:17][CH:18]=[CH:19][CH:20]=3)=[CH:11][CH:10]=2)[C:6](=[O:23])[NH:5][C:4](=[O:24])[CH:3]=1.[Na].[F:26][C:27]([F:31])([F:30])[CH2:28][OH:29].